Dataset: Forward reaction prediction with 1.9M reactions from USPTO patents (1976-2016). Task: Predict the product of the given reaction. Given the reactants [CH3:1][C:2]1([CH3:20])[C:6]([CH3:8])([CH3:7])[O:5][B:4]([C:9]2[C:18]3[C:13](=[CH:14][CH:15]=[CH:16][CH:17]=3)[CH:12]=[CH:11][C:10]=2[CH3:19])[O:3]1.[Br:21]N1C(=O)CCC1=O, predict the reaction product. The product is: [Br:21][CH2:19][C:10]1[CH:11]=[CH:12][C:13]2[C:18](=[CH:17][CH:16]=[CH:15][CH:14]=2)[C:9]=1[B:4]1[O:3][C:2]([CH3:20])([CH3:1])[C:6]([CH3:7])([CH3:8])[O:5]1.